Dataset: Forward reaction prediction with 1.9M reactions from USPTO patents (1976-2016). Task: Predict the product of the given reaction. Given the reactants [O:1]1[CH2:3][C@@H:2]1[CH2:4][O:5][C:6]1[CH:7]=[C:8]([C:12]2[C:20]3[C:15](=[N:16][CH:17]=[CH:18][CH:19]=3)[O:14][N:13]=2)[CH:9]=[CH:10][CH:11]=1.[CH3:21][N:22]([CH3:25])C=O, predict the reaction product. The product is: [CH2:21]1[C:9]2[C:8](=[CH:7][CH:6]=[CH:11][CH:10]=2)[CH2:12][CH2:25][N:22]1[CH2:3][C@@H:2]([OH:1])[CH2:4][O:5][C:6]1[CH:11]=[CH:10][CH:9]=[C:8]([C:12]2[C:20]3[C:15](=[N:16][CH:17]=[CH:18][CH:19]=3)[O:14][N:13]=2)[CH:7]=1.